Dataset: Forward reaction prediction with 1.9M reactions from USPTO patents (1976-2016). Task: Predict the product of the given reaction. (1) Given the reactants [CH2:1]([NH:4][C:5]1[CH:10]=[CH:9][C:8]([C:11]2[N:15]([C:16]3[CH:21]=[CH:20][C:19]([CH3:22])=[CH:18][CH:17]=3)[N:14]=[C:13]([CH2:23][CH:24]([C:28]3[CH:29]=[C:30]([CH3:34])[CH:31]=[CH:32][CH:33]=3)[C:25]([OH:27])=[O:26])[CH:12]=2)=[CH:7][CH:6]=1)[CH:2]=[CH2:3].CS(O)(=O)=O, predict the reaction product. The product is: [N:4]1[C:5]2[C:10](=[CH:9][C:8]([C:11]3[N:15]([C:16]4[CH:21]=[CH:20][C:19]([CH3:22])=[CH:18][CH:17]=4)[N:14]=[C:13]([CH2:23][CH:24]([C:28]4[CH:29]=[C:30]([CH3:34])[CH:31]=[CH:32][CH:33]=4)[C:25]([OH:27])=[O:26])[CH:12]=3)=[CH:7][CH:6]=2)[CH:3]=[CH:2][CH:1]=1.[NH2:4][C:5]1[CH:10]=[CH:9][C:8]([C:11]2[N:15]([C:16]3[CH:17]=[CH:18][C:19]([CH3:22])=[CH:20][CH:21]=3)[N:14]=[C:13]([CH2:23][CH:24]([C:28]3[CH:29]=[C:30]([CH3:34])[CH:31]=[CH:32][CH:33]=3)[C:25]([OH:27])=[O:26])[CH:12]=2)=[CH:7][CH:6]=1. (2) Given the reactants [C:1]([C:3]1[CH:8]=[CH:7][C:6]([CH:9]2[N:14]3[N:15]=[C:16]([NH:18][C:19](=[O:24])[C:20]([F:23])([F:22])[F:21])[N:17]=[C:13]3[NH:12][C:11]([CH3:25])=[C:10]2[C:26]([O:28][CH2:29][CH3:30])=[O:27])=[CH:5][CH:4]=1)#[N:2].[F:31][C:32]([F:43])([F:42])[C:33]1[CH:34]=[C:35](B(O)O)[CH:36]=[CH:37][CH:38]=1.N1C=CC=CC=1.C(N(CC)CC)C, predict the reaction product. The product is: [C:1]([C:3]1[CH:4]=[CH:5][C:6]([CH:9]2[N:14]3[N:15]=[C:16]([NH:18][C:19](=[O:24])[C:20]([F:22])([F:21])[F:23])[N:17]=[C:13]3[N:12]([C:37]3[CH:36]=[CH:35][CH:34]=[C:33]([C:32]([F:43])([F:42])[F:31])[CH:38]=3)[C:11]([CH3:25])=[C:10]2[C:26]([O:28][CH2:29][CH3:30])=[O:27])=[CH:7][CH:8]=1)#[N:2]. (3) Given the reactants [O:1]1[CH2:6][CH2:5][CH2:4][CH2:3][CH:2]1[N:7]1[CH:11]=[C:10](B2OC(C)(C)C(C)(C)O2)[CH:9]=[N:8]1.Br[C:22]1[CH:23]=[C:24]2[C:28](=[CH:29][CH:30]=1)[N:27]([CH2:31][CH:32]1[CH2:37][CH2:36][N:35]([C:38]([O:40][CH2:41][C:42]3[CH:47]=[CH:46][CH:45]=[CH:44][CH:43]=3)=[O:39])[CH2:34][CH2:33]1)[N:26]=[CH:25]2.C(=O)([O-])[O-].[K+].[K+], predict the reaction product. The product is: [O:1]1[CH2:6][CH2:5][CH2:4][CH2:3][CH:2]1[N:7]1[CH:11]=[C:10]([C:22]2[CH:23]=[C:24]3[C:28](=[CH:29][CH:30]=2)[N:27]([CH2:31][CH:32]2[CH2:33][CH2:34][N:35]([C:38]([O:40][CH2:41][C:42]4[CH:47]=[CH:46][CH:45]=[CH:44][CH:43]=4)=[O:39])[CH2:36][CH2:37]2)[N:26]=[CH:25]3)[CH:9]=[N:8]1. (4) Given the reactants [Br:1][C:2]1[C:3](Cl)=[N:4][CH:5]=[C:6]([F:8])[CH:7]=1.[Br-].[CH:11]1([Zn+])[CH2:13][CH2:12]1, predict the reaction product. The product is: [Br:1][C:2]1[C:3]([CH:11]2[CH2:13][CH2:12]2)=[N:4][CH:5]=[C:6]([F:8])[CH:7]=1. (5) Given the reactants [O:1]=[C:2]1[C:10]2[C:5](=[C:6]([NH:11][C:12](=[O:19])[C:13]3[CH:18]=[CH:17][CH:16]=[CH:15][CH:14]=3)[CH:7]=[CH:8][CH:9]=2)[C:4](=[O:20])[N:3]1[CH:21]1[CH2:26][CH:25]([O:27]C(=O)C)[C:24](=[O:31])[NH:23][C:22]1=[O:32].C1(C)C=CC(S(O)(=O)=O)=CC=1, predict the reaction product. The product is: [O:1]=[C:2]1[C:10]2[C:5](=[C:6]([NH:11][C:12](=[O:19])[C:13]3[CH:14]=[CH:15][CH:16]=[CH:17][CH:18]=3)[CH:7]=[CH:8][CH:9]=2)[C:4](=[O:20])[N:3]1[CH:21]1[CH2:26][CH:25]([OH:27])[C:24](=[O:31])[NH:23][C:22]1=[O:32]. (6) Given the reactants [C:1]([O:5][C:6]([N:8]1[CH2:13][CH2:12][N:11]([C:14](=[S:20])[N:15]=[CH:16]N(C)C)[CH2:10][CH2:9]1)=[O:7])([CH3:4])([CH3:3])[CH3:2].Br[CH2:22][C:23](=[O:28])[C:24]([CH3:27])([CH3:26])[CH3:25], predict the reaction product. The product is: [C:1]([O:5][C:6]([N:8]1[CH2:9][CH2:10][N:11]([C:14]2[S:20][C:22]([C:23](=[O:28])[C:24]([CH3:27])([CH3:26])[CH3:25])=[CH:16][N:15]=2)[CH2:12][CH2:13]1)=[O:7])([CH3:2])([CH3:3])[CH3:4]. (7) Given the reactants [H][H].[C:3]1([C:15]2[C:16](=[O:30])[NH:17][C:18](=[O:29])[C:19]=2[C:20]2[C:28]3[C:23](=[CH:24][CH:25]=[CH:26][CH:27]=3)[NH:22][CH:21]=2)[C:13]2=[C:14]3[C:9](=[CH:10][CH:11]=[CH:12]2)[CH2:8][CH2:7][CH2:6][N:5]3[CH:4]=1.CC(C)([O-])C.[K+], predict the reaction product. The product is: [C:3]1([C@H:15]2[C@@H:19]([C:20]3[C:28]4[C:23](=[CH:24][CH:25]=[CH:26][CH:27]=4)[NH:22][CH:21]=3)[C:18](=[O:29])[NH:17][C:16]2=[O:30])[C:13]2=[C:14]3[C:9](=[CH:10][CH:11]=[CH:12]2)[CH2:8][CH2:7][CH2:6][N:5]3[CH:4]=1. (8) The product is: [CH3:17][O:16][CH2:15][O:14][C:5]1[C:6]([C:8]2[CH:13]=[CH:12][CH:11]=[CH:10][CH:9]=2)=[N:7][C:2]([O:24][C:18]2[CH:23]=[CH:22][CH:21]=[CH:20][CH:19]=2)=[CH:3][CH:4]=1. Given the reactants I[C:2]1[N:7]=[C:6]([C:8]2[CH:13]=[CH:12][CH:11]=[CH:10][CH:9]=2)[C:5]([O:14][CH2:15][O:16][CH3:17])=[CH:4][CH:3]=1.[C:18]1([OH:24])[CH:23]=[CH:22][CH:21]=[CH:20][CH:19]=1, predict the reaction product.